From a dataset of Catalyst prediction with 721,799 reactions and 888 catalyst types from USPTO. Predict which catalyst facilitates the given reaction. (1) Product: [C:20]([C:19]1[CH:22]=[C:15]([NH:14][C:6]([C:4]2[C:3]3[CH2:9][CH2:10][CH2:11][CH2:12][C:2]=3[S:1][CH:5]=2)=[O:8])[CH:16]=[CH:17][C:18]=1[O:23][CH2:24][C:25]([CH3:28])([CH3:29])[CH2:26][OH:27])#[N:21]. The catalyst class is: 66. Reactant: [S:1]1[CH:5]=[C:4]([C:6]([OH:8])=O)[C:3]2[CH2:9][CH2:10][CH2:11][CH2:12][C:2]1=2.Cl.[NH2:14][C:15]1[CH:16]=[CH:17][C:18]([O:23][CH2:24][C:25]([CH3:29])([CH3:28])[CH2:26][OH:27])=[C:19]([CH:22]=1)[C:20]#[N:21]. (2) The catalyst class is: 3. Reactant: [OH:1][C:2]1[CH:7]=[CH:6][CH:5]=[CH:4][C:3]=1[N:8]1[CH2:13][CH2:12][N:11]([C:14]([O:16][C:17]([CH3:20])([CH3:19])[CH3:18])=[O:15])[CH2:10][CH2:9]1.[H-].[Na+].[CH3:23][O:24][CH2:25][CH2:26][O:27][CH2:28]Cl. Product: [CH3:23][O:24][CH2:25][CH2:26][O:27][CH2:28][O:1][C:2]1[CH:7]=[CH:6][CH:5]=[CH:4][C:3]=1[N:8]1[CH2:13][CH2:12][N:11]([C:14]([O:16][C:17]([CH3:20])([CH3:19])[CH3:18])=[O:15])[CH2:10][CH2:9]1. (3) Reactant: C(O[C@@H](C1C=CC=CC=1)C([O:8][C@H:9]([C:20]1[CH:25]=[CH:24][C:23]([O:26][CH:27]([F:29])[F:28])=[C:22]([O:30][CH3:31])[CH:21]=1)[CH2:10][C:11]1[C:16]([Cl:17])=[CH:15][N+:14]([O-:18])=[CH:13][C:12]=1[Cl:19])=O)(=O)C.C([O-])(O)=O.[Na+]. Product: [Cl:19][C:12]1[CH:13]=[N+:14]([O-:18])[CH:15]=[C:16]([Cl:17])[C:11]=1[CH2:10][C@@H:9]([C:20]1[CH:25]=[CH:24][C:23]([O:26][CH:27]([F:29])[F:28])=[C:22]([O:30][CH3:31])[CH:21]=1)[OH:8]. The catalyst class is: 100. (4) Reactant: [CH3:13][C:12]([O:11][C:9](O[C:9]([O:11][C:12]([CH3:15])([CH3:14])[CH3:13])=[O:10])=[O:10])([CH3:15])[CH3:14].Cl.Cl.[NH2:18][CH2:19][CH2:20][S:21][S:22][CH2:23][CH2:24][NH2:25]. Product: [C:12]([O:11][C:9]([NH:18][CH2:19][CH2:20][S:21][S:22][CH2:23][CH2:24][NH:25][C:9](=[O:10])[O:11][C:12]([CH3:13])([CH3:14])[CH3:15])=[O:10])([CH3:15])([CH3:14])[CH3:13]. The catalyst class is: 2. (5) Reactant: C([Li])CCC.[CH3:6][C:7]1[S:8][CH:9]=[C:10]([C:12]2[CH:17]=[CH:16][CH:15]=[CH:14][CH:13]=2)[N:11]=1.[CH2:18]([Sn:22](Cl)([CH2:27][CH2:28][CH2:29][CH3:30])[CH2:23][CH2:24][CH2:25][CH3:26])[CH2:19][CH2:20][CH3:21]. Product: [CH3:6][C:7]1[S:8][C:9]([Sn:22]([CH2:23][CH2:24][CH2:25][CH3:26])([CH2:27][CH2:28][CH2:29][CH3:30])[CH2:18][CH2:19][CH2:20][CH3:21])=[C:10]([C:12]2[CH:13]=[CH:14][CH:15]=[CH:16][CH:17]=2)[N:11]=1. The catalyst class is: 7. (6) Reactant: [C:1]([C:4]1[S:5][C:6]2[CH:12]=[CH:11][C:10]([NH:13][C:14](=[O:28])[C:15]3[CH:20]=[CH:19][C:18](/[CH:21]=[CH:22]/[C:23]([F:26])([F:25])[F:24])=[CH:17][C:16]=3[CH3:27])=[CH:9][C:7]=2[N:8]=1)(=[O:3])[CH3:2].[Li]C.[CH3:31]COCC.[NH4+].[Cl-]. Product: [OH:3][C:1]([C:4]1[S:5][C:6]2[CH:12]=[CH:11][C:10]([NH:13][C:14](=[O:28])[C:15]3[CH:20]=[CH:19][C:18](/[CH:21]=[CH:22]/[C:23]([F:26])([F:24])[F:25])=[CH:17][C:16]=3[CH3:27])=[CH:9][C:7]=2[N:8]=1)([CH3:31])[CH3:2]. The catalyst class is: 49. (7) The catalyst class is: 1. Reactant: [CH2:1]([O:8][C:9]([NH:11][C@H:12]1[CH2:16][CH2:15][N:14]([C@H:17]2[CH2:22][CH2:21][C@@H:20]([NH:23][C:24](=[O:30])[O:25][C:26]([CH3:29])([CH3:28])[CH3:27])[CH2:19][C@H:18]2[CH2:31]O)[C:13]1=[O:33])=[O:10])[C:2]1[CH:7]=[CH:6][CH:5]=[CH:4][CH:3]=1.[C:34]1([S:40][S:40][C:34]2[CH:39]=[CH:38][CH:37]=[CH:36][CH:35]=2)[CH:39]=[CH:38][CH:37]=[CH:36][CH:35]=1.P(CCCC)(CCCC)CCCC. Product: [CH2:1]([O:8][C:9]([NH:11][C@H:12]1[CH2:16][CH2:15][N:14]([C@H:17]2[CH2:22][CH2:21][C@@H:20]([NH:23][C:24](=[O:30])[O:25][C:26]([CH3:29])([CH3:28])[CH3:27])[CH2:19][C@H:18]2[CH2:31][S:40][C:34]2[CH:39]=[CH:38][CH:37]=[CH:36][CH:35]=2)[C:13]1=[O:33])=[O:10])[C:2]1[CH:7]=[CH:6][CH:5]=[CH:4][CH:3]=1. (8) Reactant: [Cl:1][C:2]1[CH:22]=[CH:21][C:20]([C@H:23]2[C@H:28]([O:29]CC3C=CC=CC=3)[C@@H:27]([O:37]CC3C=CC=CC=3)[C@H:26]([O:45]CC3C=CC=CC=3)[C@@H:25]([CH2:53][O:54]CC3C=CC=CC=3)[O:24]2)=[CH:19][C:3]=1[CH2:4][C:5]1[CH:18]=[CH:17][C:8]([CH2:9][N:10]([CH:14]2[CH2:16][CH2:15]2)[C:11](=[O:13])[CH3:12])=[CH:7][CH:6]=1.CO.ClC1C=CC=CC=1Cl. Product: [Cl:1][C:2]1[CH:22]=[CH:21][C:20]([C@H:23]2[C@H:28]([OH:29])[C@@H:27]([OH:37])[C@H:26]([OH:45])[C@@H:25]([CH2:53][OH:54])[O:24]2)=[CH:19][C:3]=1[CH2:4][C:5]1[CH:6]=[CH:7][C:8]([CH2:9][N:10]([CH:14]2[CH2:15][CH2:16]2)[C:11](=[O:13])[CH3:12])=[CH:17][CH:18]=1. The catalyst class is: 123. (9) Reactant: B.C1COCC1.[Br:7][C:8]1[C:9]([CH3:33])=[N:10][O:11][C:12]=1[NH:13][S:14]([C:17]1[CH:21]=[CH:20][S:19][C:18]=1[C:22]([NH:24][C:25]1[CH:30]=[CH:29][CH:28]=[C:27]([O:31][CH3:32])[CH:26]=1)=O)(=[O:16])=[O:15]. Product: [Br:7][C:8]1[C:9]([CH3:33])=[N:10][O:11][C:12]=1[NH:13][S:14]([C:17]1[CH:21]=[CH:20][S:19][C:18]=1[CH2:22][NH:24][C:25]1[CH:30]=[CH:29][CH:28]=[C:27]([O:31][CH3:32])[CH:26]=1)(=[O:16])=[O:15]. The catalyst class is: 1.